From a dataset of Full USPTO retrosynthesis dataset with 1.9M reactions from patents (1976-2016). Predict the reactants needed to synthesize the given product. (1) Given the product [C:1]1([C:7]2[N:11]([CH2:12][C:13]3[CH:14]=[CH:15][C:16]([C:19]([F:20])([F:21])[F:22])=[CH:17][CH:18]=3)[C:10]([C:23]3[CH:24]=[C:25]4[C:30](=[CH:31][CH:32]=3)[CH:29]=[C:28]([O:33][CH2:34][C:35]([OH:37])=[O:36])[CH:27]=[CH:26]4)=[CH:9][CH:8]=2)[CH:2]=[CH:3][CH:4]=[CH:5][CH:6]=1, predict the reactants needed to synthesize it. The reactants are: [C:1]1([C:7]2[N:11]([CH2:12][C:13]3[CH:18]=[CH:17][C:16]([C:19]([F:22])([F:21])[F:20])=[CH:15][CH:14]=3)[C:10]([C:23]3[CH:24]=[C:25]4[C:30](=[CH:31][CH:32]=3)[CH:29]=[C:28]([O:33][CH2:34][C:35]([O:37]C)=[O:36])[CH:27]=[CH:26]4)=[CH:9][CH:8]=2)[CH:6]=[CH:5][CH:4]=[CH:3][CH:2]=1.[OH-].[Na+].C1COCC1.CO. (2) Given the product [N:1]1([C:10]2[O:11][C:12]3[CH:18]=[C:17]([CH2:19][C:20]([OH:22])=[O:21])[CH:16]=[CH:15][C:13]=3[N:14]=2)[C:9]2[C:4](=[CH:5][CH:6]=[CH:7][CH:8]=2)[CH2:3][CH2:2]1, predict the reactants needed to synthesize it. The reactants are: [N:1]1([C:10]2[O:11][C:12]3[CH:18]=[C:17]([CH2:19][C:20]([O:22]C)=[O:21])[CH:16]=[CH:15][C:13]=3[N:14]=2)[C:9]2[C:4](=[CH:5][CH:6]=[CH:7][CH:8]=2)[CH2:3][CH2:2]1.[OH-].[Na+]. (3) Given the product [CH3:1][O:2][C:3]1[CH:4]=[C:5]([B:19]([OH:20])[OH:23])[CH:6]=[C:7](/[CH:9]=[CH:10]/[C:11]2[CH:12]=[CH:13][C:14]([O:17][CH3:18])=[CH:15][CH:16]=2)[CH:8]=1, predict the reactants needed to synthesize it. The reactants are: [CH3:1][O:2][C:3]1[CH:4]=[C:5]([B:19]2[O:23]C(C)(C)C(C)(C)[O:20]2)[CH:6]=[C:7](/[CH:9]=[CH:10]/[C:11]2[CH:16]=[CH:15][C:14]([O:17][CH3:18])=[CH:13][CH:12]=2)[CH:8]=1. (4) Given the product [Cl:27][C:21]1[CH:22]=[CH:23][CH:24]=[C:25]([F:26])[C:20]=1[CH2:19][CH2:18][NH:17][C:15]1[N:14]=[C:13]([O:28][CH3:29])[N:12]=[C:11]([C:9]2[CH:8]=[CH:7][C:6](=[O:30])[N:5]([CH2:4][C:3]([NH:33][NH2:34])=[O:2])[CH:10]=2)[CH:16]=1, predict the reactants needed to synthesize it. The reactants are: C[O:2][C:3](=O)[CH2:4][N:5]1[CH:10]=[C:9]([C:11]2[CH:16]=[C:15]([NH:17][CH2:18][CH2:19][C:20]3[C:25]([F:26])=[CH:24][CH:23]=[CH:22][C:21]=3[Cl:27])[N:14]=[C:13]([O:28][CH3:29])[N:12]=2)[CH:8]=[CH:7][C:6]1=[O:30].O.[NH2:33][NH2:34]. (5) Given the product [ClH:66].[N:23]1([C:26]2[C:27]([O:32][CH2:33][CH2:34][O:35][C:37]3[CH:46]=[CH:45][CH:44]=[C:43]4[C:38]=3[N:39]=[CH:40][CH:41]=[N:42]4)=[N:28][CH:29]=[CH:30][N:31]=2)[CH2:22][CH2:21][NH:20][CH2:25][CH2:24]1, predict the reactants needed to synthesize it. The reactants are: CN(C(/N=N/C(N(C)C)=O)=O)C.C(OC([N:20]1[CH2:25][CH2:24][N:23]([C:26]2[C:27]([O:32][CH2:33][CH2:34][OH:35])=[N:28][CH:29]=[CH:30][N:31]=2)[CH2:22][CH2:21]1)=O)(C)(C)C.O[C:37]1[CH:46]=[CH:45][CH:44]=[C:43]2[C:38]=1[N:39]=[CH:40][CH:41]=[N:42]2.C1C=CC(P(C2C=CC=CC=2)C2C=CC=CC=2)=CC=1.[ClH:66]. (6) Given the product [F:1][C:2]1[CH:3]=[C:4]([C:29]2[CH:34]=[CH:33][CH:32]=[CH:31][C:30]=2[O:35][CH2:36][C:37]([CH3:45])([CH3:46])[C:38]([OH:40])=[O:39])[CH:5]=[CH:6][C:7]=1[C:8]([N:10]1[CH2:15][CH2:14][CH:13]([N:16]2[C:21](=[O:22])[C@H:20]([CH3:23])[O:19][C:18]3[N:24]=[CH:25][C:26]([F:28])=[CH:27][C:17]2=3)[CH2:12][CH2:11]1)=[O:9], predict the reactants needed to synthesize it. The reactants are: [F:1][C:2]1[CH:3]=[C:4]([C:29]2[CH:34]=[CH:33][CH:32]=[CH:31][C:30]=2[O:35][CH2:36][C:37]([CH3:46])([CH3:45])[C:38]([O:40]C(C)(C)C)=[O:39])[CH:5]=[CH:6][C:7]=1[C:8]([N:10]1[CH2:15][CH2:14][CH:13]([N:16]2[C:21](=[O:22])[C@H:20]([CH3:23])[O:19][C:18]3[N:24]=[CH:25][C:26]([F:28])=[CH:27][C:17]2=3)[CH2:12][CH2:11]1)=[O:9]. (7) Given the product [Cl:1][C:2]1[C:3]([CH3:14])=[C:4]([CH:15]=[CH2:16])[C:5]([O:11][CH3:12])=[C:6]([C:8](=[O:10])[CH3:9])[CH:7]=1, predict the reactants needed to synthesize it. The reactants are: [Cl:1][C:2]1[C:3]([CH3:14])=[C:4](I)[C:5]([O:11][CH3:12])=[C:6]([C:8](=[O:10])[CH3:9])[CH:7]=1.[CH3:15][C:16]1(C)C(C)(C)OB(C=C)O1.ClCCl.C(=O)([O-])[O-].[K+].[K+].